Dataset: Full USPTO retrosynthesis dataset with 1.9M reactions from patents (1976-2016). Task: Predict the reactants needed to synthesize the given product. Given the product [CH3:18][O:19][C:20]1[C:25]([C:26]2[CH:31]=[CH:30][C:29]([N+:32]([O-:34])=[O:33])=[CH:28][CH:27]=2)=[CH:24][C:23]([CH2:35][CH2:36][NH:37][C:15]([C:6]2[C:5]([O:4][C:1](=[O:3])[CH3:2])=[CH:14][C:13]3[C:8]([CH:7]=2)=[CH:9][CH:10]=[CH:11][CH:12]=3)=[O:17])=[CH:22][CH:21]=1, predict the reactants needed to synthesize it. The reactants are: [C:1]([O:4][C:5]1[C:6]([C:15]([OH:17])=O)=[CH:7][C:8]2[C:13]([CH:14]=1)=[CH:12][CH:11]=[CH:10][CH:9]=2)(=[O:3])[CH3:2].[CH3:18][O:19][C:20]1[C:25]([C:26]2[CH:31]=[CH:30][C:29]([N+:32]([O-:34])=[O:33])=[CH:28][CH:27]=2)=[CH:24][C:23]([CH2:35][CH2:36][NH2:37])=[CH:22][CH:21]=1.